Dataset: Reaction yield outcomes from USPTO patents with 853,638 reactions. Task: Predict the reaction yield, written as a fraction of the theoretical maximum amount of product (1.0 means a 100% yield; for example, 0.34 means a 34% yield). (1) The reactants are [NH2:1][C:2]1[C:7]([CH2:8][NH:9][C:10]2[N:15]=[CH:14][N:13]=[C:12]([O:16][C:17]3[CH:22]=[CH:21][C:20]([CH2:23][C:24]([O:26]C)=[O:25])=[CH:19][CH:18]=3)[CH:11]=2)=[CH:6][N:5]=[C:4]([CH3:28])[N:3]=1.O.[OH-].[Li+].Cl. The catalyst is C1COCC1. The product is [NH2:1][C:2]1[C:7]([CH2:8][NH:9][C:10]2[N:15]=[CH:14][N:13]=[C:12]([O:16][C:17]3[CH:22]=[CH:21][C:20]([CH2:23][C:24]([OH:26])=[O:25])=[CH:19][CH:18]=3)[CH:11]=2)=[CH:6][N:5]=[C:4]([CH3:28])[N:3]=1. The yield is 0.650. (2) The reactants are C(NCC)C.CC(O)(C)C.Br[CH2:12][C:13]([C:15]1[CH:20]=[CH:19][C:18]([Br:21])=[CH:17][CH:16]=1)=[O:14].[N+:22]([C:25]1[CH:30]=[CH:29][C:28]([C:31](=[O:33])[CH3:32])=[CH:27][CH:26]=1)([O-:24])=[O:23].S(=O)(=O)(O)O. The catalyst is [Cl-].[Zn+2].[Cl-].C1C=CC=CC=1. The product is [Br:21][C:18]1[CH:19]=[CH:20][C:15]([C:13](=[O:14])[CH2:12][CH2:32][C:31]([C:28]2[CH:27]=[CH:26][C:25]([N+:22]([O-:24])=[O:23])=[CH:30][CH:29]=2)=[O:33])=[CH:16][CH:17]=1. The yield is 0.580.